Dataset: NCI-60 drug combinations with 297,098 pairs across 59 cell lines. Task: Regression. Given two drug SMILES strings and cell line genomic features, predict the synergy score measuring deviation from expected non-interaction effect. (1) Drug 1: CCC1(CC2CC(C3=C(CCN(C2)C1)C4=CC=CC=C4N3)(C5=C(C=C6C(=C5)C78CCN9C7C(C=CC9)(C(C(C8N6C=O)(C(=O)OC)O)OC(=O)C)CC)OC)C(=O)OC)O.OS(=O)(=O)O. Drug 2: CC1=C(C(=O)C2=C(C1=O)N3CC4C(C3(C2COC(=O)N)OC)N4)N. Cell line: SK-MEL-5. Synergy scores: CSS=45.0, Synergy_ZIP=7.28, Synergy_Bliss=5.79, Synergy_Loewe=-2.06, Synergy_HSA=4.27. (2) Drug 1: CC1=C(C=C(C=C1)NC2=NC=CC(=N2)N(C)C3=CC4=NN(C(=C4C=C3)C)C)S(=O)(=O)N.Cl. Drug 2: C1=CC=C(C=C1)NC(=O)CCCCCCC(=O)NO. Cell line: TK-10. Synergy scores: CSS=10.2, Synergy_ZIP=-2.31, Synergy_Bliss=-1.98, Synergy_Loewe=-29.7, Synergy_HSA=-2.16. (3) Drug 1: CC=C1C(=O)NC(C(=O)OC2CC(=O)NC(C(=O)NC(CSSCCC=C2)C(=O)N1)C(C)C)C(C)C. Drug 2: CN1C2=C(C=C(C=C2)N(CCCl)CCCl)N=C1CCCC(=O)O.Cl. Cell line: SN12C. Synergy scores: CSS=39.0, Synergy_ZIP=1.04, Synergy_Bliss=-5.50, Synergy_Loewe=-54.4, Synergy_HSA=-5.44. (4) Drug 1: CC1=CC=C(C=C1)C2=CC(=NN2C3=CC=C(C=C3)S(=O)(=O)N)C(F)(F)F. Drug 2: C1C(C(OC1N2C=NC3=C2NC=NCC3O)CO)O. Cell line: BT-549. Synergy scores: CSS=1.19, Synergy_ZIP=-2.49, Synergy_Bliss=-2.78, Synergy_Loewe=-1.32, Synergy_HSA=-1.24.